The task is: Predict the reaction yield, written as a fraction of the theoretical maximum amount of product (1.0 means a 100% yield; for example, 0.34 means a 34% yield).. This data is from Reaction yield outcomes from USPTO patents with 853,638 reactions. (1) The reactants are [F:1][C:2]1[CH:7]=[CH:6][CH:5]=[CH:4][C:3]=1[NH:8][C:9]1[O:10][C:11]([C:18]([NH:20][C:21]2[CH:22]=[CH:23][C:24]([N:27]3[CH2:32][CH2:31][CH:30]([C:33]([O:35]CC)=[O:34])[CH2:29][CH2:28]3)=[N:25][CH:26]=2)=[O:19])=[C:12]([C:14]([F:17])([F:16])[F:15])[N:13]=1. The catalyst is C1COCC1.O.[OH-].[Na+]. The product is [F:1][C:2]1[CH:7]=[CH:6][CH:5]=[CH:4][C:3]=1[NH:8][C:9]1[O:10][C:11]([C:18]([NH:20][C:21]2[CH:22]=[CH:23][C:24]([N:27]3[CH2:32][CH2:31][CH:30]([C:33]([OH:35])=[O:34])[CH2:29][CH2:28]3)=[N:25][CH:26]=2)=[O:19])=[C:12]([C:14]([F:16])([F:17])[F:15])[N:13]=1. The yield is 0.820. (2) The reactants are C(O[C:4]1[C:5](=[O:20])[C:6](=[O:19])[C:7]=1[NH:8][C:9]1[CH:14]=[CH:13][C:12]([N+:15]([O-:17])=[O:16])=[CH:11][C:10]=1[OH:18])C.[Br:21][C:22]1[CH:28]=[CH:27][CH:26]=[CH:25][C:23]=1[NH2:24].C(OC(=O)C)C. The catalyst is CS(C)=O. The product is [Br:21][C:22]1[CH:28]=[CH:27][CH:26]=[CH:25][C:23]=1[NH:24][C:4]1[C:5](=[O:20])[C:6](=[O:19])[C:7]=1[NH:8][C:9]1[CH:14]=[CH:13][C:12]([N+:15]([O-:17])=[O:16])=[CH:11][C:10]=1[OH:18]. The yield is 0.190. (3) The yield is 0.650. The reactants are [C:1]([O:5][C:6]([N:8]([CH2:13][CH:14]([CH3:16])[CH3:15])[CH2:9][C:10]([OH:12])=O)=[O:7])([CH3:4])([CH3:3])[CH3:2].Cl.[NH:18]1[CH2:25][CH2:24][CH2:23][C@H:19]1[C:20]([NH2:22])=[O:21].O.ON1C2C=CC=CC=2N=N1.CCN=C=NCCCN(C)C.Cl. The catalyst is C(Cl)Cl.CN(C=O)C.C(N(CC)CC)C. The product is [C:1]([O:5][C:6]([N:8]([CH2:9][C:10]([N:18]1[CH2:25][CH2:24][CH2:23][C@H:19]1[C:20]([NH2:22])=[O:21])=[O:12])[CH2:13][CH:14]([CH3:16])[CH3:15])=[O:7])([CH3:2])([CH3:3])[CH3:4].